This data is from Reaction yield outcomes from USPTO patents with 853,638 reactions. The task is: Predict the reaction yield, written as a fraction of the theoretical maximum amount of product (1.0 means a 100% yield; for example, 0.34 means a 34% yield). The reactants are N[C:2]1[CH:10]=[C:9]2[C:5]([C:6]([C:19]3[N:23]([CH2:24][O:25][CH2:26][CH2:27][Si:28]([CH3:31])([CH3:30])[CH3:29])[C:22]4[CH:32]=[CH:33][CH:34]=[CH:35][C:21]=4[N:20]=3)=[N:7][N:8]2[CH2:11][O:12][CH2:13][CH2:14][Si:15]([CH3:18])([CH3:17])[CH3:16])=[CH:4][CH:3]=1.Cl.[N+]([O-])([O-])=O.[Na+].[I-:42].[K+]. The catalyst is C(O)(=O)C.O.II. The product is [I:42][C:2]1[CH:10]=[C:9]2[C:5]([C:6]([C:19]3[N:23]([CH2:24][O:25][CH2:26][CH2:27][Si:28]([CH3:31])([CH3:30])[CH3:29])[C:22]4[CH:32]=[CH:33][CH:34]=[CH:35][C:21]=4[N:20]=3)=[N:7][N:8]2[CH2:11][O:12][CH2:13][CH2:14][Si:15]([CH3:18])([CH3:17])[CH3:16])=[CH:4][CH:3]=1. The yield is 0.520.